From a dataset of Forward reaction prediction with 1.9M reactions from USPTO patents (1976-2016). Predict the product of the given reaction. (1) Given the reactants [H-].[Al+3].[Li+].[H-].[H-].[H-].[C:7]([N:15]1[CH2:28][CH2:27][C:26]2[C:25]3[CH:24]=[CH:23][CH:22]=[C:21]([C:29]4[CH:34]=[CH:33][CH:32]=[CH:31][CH:30]=4)[C:20]=3[NH:19][C:18]=2[CH2:17][CH2:16]1)(=O)[C:8]1[CH:13]=[CH:12][CH:11]=[CH:10][CH:9]=1.O.[OH-].[Na+], predict the reaction product. The product is: [CH2:7]([N:15]1[CH2:28][CH2:27][C:26]2[C:25]3[CH:24]=[CH:23][CH:22]=[C:21]([C:29]4[CH:34]=[CH:33][CH:32]=[CH:31][CH:30]=4)[C:20]=3[NH:19][C:18]=2[CH2:17][CH2:16]1)[C:8]1[CH:9]=[CH:10][CH:11]=[CH:12][CH:13]=1. (2) Given the reactants ClC1C=CC2SC=C(CN3CCN(C4SC(C(O)=O)=C(C)N=4)C3=O)C=2C=1.[F:27][C:28]1[CH:49]=[CH:48][C:31]([CH2:32][N:33]2[CH2:37][CH2:36][N:35]([C:38]3[S:39][C:40]([C:44]([OH:46])=O)=[C:41]([CH3:43])[N:42]=3)[C:34]2=[O:47])=[CH:30][CH:29]=1.[N:50]1[CH:55]=[CH:54][N:53]=[CH:52][C:51]=1[CH2:56][NH2:57], predict the reaction product. The product is: [F:27][C:28]1[CH:29]=[CH:30][C:31]([CH2:32][N:33]2[CH2:37][CH2:36][N:35]([C:38]3[S:39][C:40]([C:44]([NH:57][CH2:56][C:51]4[CH:52]=[N:53][CH:54]=[CH:55][N:50]=4)=[O:46])=[C:41]([CH3:43])[N:42]=3)[C:34]2=[O:47])=[CH:48][CH:49]=1.